This data is from Peptide-MHC class I binding affinity with 185,985 pairs from IEDB/IMGT. The task is: Regression. Given a peptide amino acid sequence and an MHC pseudo amino acid sequence, predict their binding affinity value. This is MHC class I binding data. (1) The peptide sequence is ASEFSSLPSY. The MHC is HLA-A29:02 with pseudo-sequence HLA-A29:02. The binding affinity (normalized) is 0.572. (2) The peptide sequence is SEAAYAKKI. The MHC is HLA-B18:01 with pseudo-sequence HLA-B18:01. The binding affinity (normalized) is 0.0622. (3) The peptide sequence is EIINNGISY. The MHC is HLA-A02:06 with pseudo-sequence HLA-A02:06. The binding affinity (normalized) is 0.0847. (4) The peptide sequence is EFFDTEPQL. The MHC is HLA-B44:02 with pseudo-sequence HLA-B44:02. The binding affinity (normalized) is 0.0847. (5) The peptide sequence is HCQFCFLKK. The MHC is HLA-A68:01 with pseudo-sequence HLA-A68:01. The binding affinity (normalized) is 0.305. (6) The peptide sequence is MLELWERGTL. The MHC is Mamu-B03 with pseudo-sequence Mamu-B03. The binding affinity (normalized) is 0.105. (7) The peptide sequence is AVDLSHFLR. The MHC is HLA-B44:03 with pseudo-sequence HLA-B44:03. The binding affinity (normalized) is 0. (8) The peptide sequence is QCGDPSSFEY. The MHC is HLA-A29:02 with pseudo-sequence HLA-A29:02. The binding affinity (normalized) is 0.409. (9) The peptide sequence is QVPLRPMTFK. The MHC is HLA-A24:02 with pseudo-sequence HLA-A24:02. The binding affinity (normalized) is 0.